Dataset: Full USPTO retrosynthesis dataset with 1.9M reactions from patents (1976-2016). Task: Predict the reactants needed to synthesize the given product. (1) Given the product [C:11]([C:13]1([C:26]([O:27][CH2:28][CH3:29])=[O:30])[CH2:18][CH2:17][N:16]([C:19]([O:21][C:22]([CH3:25])([CH3:24])[CH3:23])=[O:20])[CH2:15][CH2:14]1)#[N:12], predict the reactants needed to synthesize it. The reactants are: C[Si](C)(C)[N-][Si](C)(C)C.[Li+].[C:11]([CH:13]1[CH2:18][CH2:17][N:16]([C:19]([O:21][C:22]([CH3:25])([CH3:24])[CH3:23])=[O:20])[CH2:15][CH2:14]1)#[N:12].[C:26](Cl)(=[O:30])[O:27][CH2:28][CH3:29]. (2) Given the product [F:28][C:29]([F:34])([F:33])[C:30]([O-:32])=[O:31].[C:1]12([C:11]3[CH:27]=[CH:26][C:14]([O:15][CH2:16][C:17]([N:19]4[CH2:24][CH2:23][NH+:22]([CH3:25])[CH2:21][CH2:20]4)=[O:18])=[CH:13][CH:12]=3)[CH2:10][CH:5]3[CH2:6][CH:7]([CH2:9][CH:3]([CH2:4]3)[CH2:2]1)[CH2:8]2, predict the reactants needed to synthesize it. The reactants are: [C:1]12([C:11]3[CH:27]=[CH:26][C:14]([O:15][CH2:16][C:17]([N:19]4[CH2:24][CH2:23][N:22]([CH3:25])[CH2:21][CH2:20]4)=[O:18])=[CH:13][CH:12]=3)[CH2:10][CH:5]3[CH2:6][CH:7]([CH2:9][CH:3]([CH2:4]3)[CH2:2]1)[CH2:8]2.[F:28][C:29]([F:34])([F:33])[C:30]([OH:32])=[O:31].